Dataset: Reaction yield outcomes from USPTO patents with 853,638 reactions. Task: Predict the reaction yield, written as a fraction of the theoretical maximum amount of product (1.0 means a 100% yield; for example, 0.34 means a 34% yield). (1) The product is [CH3:7][C:8]1[CH:25]=[CH:24][C:11]2[N:12]([NH2:22])[CH:13]([C:16]3[CH:21]=[CH:20][CH:19]=[CH:18][CH:17]=3)[CH2:14][O:15][C:10]=2[CH:9]=1. The catalyst is C(OCC)C.C1COCC1.CCCCCC. The reactants are [H-].[Al+3].[Li+].[H-].[H-].[H-].[CH3:7][C:8]1[CH:25]=[CH:24][C:11]2[N:12]([N:22]=O)[CH:13]([C:16]3[CH:21]=[CH:20][CH:19]=[CH:18][CH:17]=3)[CH2:14][O:15][C:10]=2[CH:9]=1. The yield is 0.690. (2) The reactants are [NH2:1][C:2]1[N:3]=[CH:4][C:5]2[CH:11]=[C:10]([C:12]3[C:17]([Cl:18])=[C:16]([O:19][CH3:20])[CH:15]=[C:14]([O:21][CH3:22])[C:13]=3[Cl:23])[C:9](=[O:24])[N:8]([CH2:25][CH2:26][CH2:27][N:28]3[CH2:33][CH2:32][N:31]([C:34]([O:36][C:37]([CH3:40])([CH3:39])[CH3:38])=[O:35])[CH2:30][CH2:29]3)[C:6]=2[N:7]=1.N1C=CC=CC=1.[C:47](Cl)(=[O:49])[CH3:48]. No catalyst specified. The product is [Cl:18][C:17]1[C:16]([O:19][CH3:20])=[CH:15][C:14]([O:21][CH3:22])=[C:13]([Cl:23])[C:12]=1[C:10]1[C:9](=[O:24])[N:8]([CH2:25][CH2:26][CH2:27][N:28]2[CH2:29][CH2:30][N:31]([C:34]([O:36][C:37]([CH3:40])([CH3:39])[CH3:38])=[O:35])[CH2:32][CH2:33]2)[C:6]2[N:7]=[C:2]([NH:1][C:47](=[O:49])[CH3:48])[N:3]=[CH:4][C:5]=2[CH:11]=1. The yield is 0.840. (3) The reactants are [F:1][C:2]([F:13])([F:12])[C:3]1[CH:4]=[C:5]([CH:9]=[CH:10][CH:11]=1)[C:6]([NH2:8])=[O:7].[CH3:14][O:15][C:16]1[N:21]=[CH:20][C:19]([N:22]2[CH2:27][CH2:26][C:25](=O)[CH2:24][CH2:23]2)=[CH:18][CH:17]=1.C(O[BH-](O[C:39](=[O:41])[CH3:40])OC(=O)C)(=O)C.[Na+].[C:43]([O-:46])(O)=O.[Na+]. The catalyst is CO.ClCCl. The product is [OH:46][C@H:43]1[CH2:16][N:21]([CH:25]2[CH2:26][CH2:27][N:22]([C:19]3[CH:20]=[N:21][C:16]([O:15][CH3:14])=[CH:17][CH:18]=3)[CH2:23][CH2:24]2)[CH2:20][C@@H:19]1[NH:22][C:39](=[O:41])[CH2:40][NH:8][C:6](=[O:7])[C:5]1[CH:9]=[CH:10][CH:11]=[C:3]([C:2]([F:12])([F:13])[F:1])[CH:4]=1. The yield is 0.930. (4) The product is [CH:40]([O:42][CH2:12][C:13]1([CH3:39])[CH2:17][C:16]2[C:18]([CH3:38])=[C:19]([N:24]3[CH2:29][CH2:28][N:27]([C:30]4[CH:31]=[CH:32][C:33]([O:36][CH3:37])=[CH:34][CH:35]=4)[CH2:26][CH2:25]3)[C:20]([CH3:23])=[C:21]([CH3:22])[C:15]=2[O:14]1)=[O:41]. The catalyst is [C].[Pd]. The yield is 0.490. The reactants are C(O)C.C(O[CH2:12][C:13]1([CH3:39])[CH2:17][C:16]2[C:18]([CH3:38])=[C:19]([N:24]3[CH2:29][CH2:28][N:27]([C:30]4[CH:35]=[CH:34][C:33]([O:36][CH3:37])=[CH:32][CH:31]=4)[CH2:26][CH2:25]3)[C:20]([CH3:23])=[C:21]([CH3:22])[C:15]=2[O:14]1)C1C=CC=CC=1.[CH:40]([OH:42])=[O:41]. (5) The reactants are [Br:1][C:2]1[S:3][C:4]([C:8]([NH2:10])=O)=[C:5]([Br:7])[N:6]=1.C1(C)C=CC=CC=1.C[N:19]([CH:21](OC)OC)C.C(O)(=O)C.[NH2:30]N.C([O-])(O)=O.[Na+]. The catalyst is CCOC(C)=O.CCCCCC. The product is [Br:1][C:2]1[S:3][C:4]([C:8]2[NH:10][CH:21]=[N:19][N:30]=2)=[C:5]([Br:7])[N:6]=1. The yield is 0.610. (6) The reactants are [C:1]([O:7][C:8]([CH3:11])([CH3:10])[CH3:9])(=[O:6])[CH2:2][C:3]([CH3:5])=O.[C:12]1([CH3:20])[CH:17]=[CH:16][C:15]([CH:18]=O)=[CH:14][CH:13]=1.[NH:21]1CCCCC1.[C:27]([CH2:29][C:30]([O:32]CC)=O)#[N:28].C([O-])(=O)C.[NH4+]. The catalyst is C(OCC)(=O)C.C(O)C. The product is [C:27]([C:29]1[C:30]([OH:32])=[N:21][C:3]([CH3:5])=[C:2]([C:18]=1[C:15]1[CH:16]=[CH:17][C:12]([CH3:20])=[CH:13][CH:14]=1)[C:1]([O:7][C:8]([CH3:11])([CH3:10])[CH3:9])=[O:6])#[N:28]. The yield is 0.0900. (7) The reactants are [Cl:1][C:2]1[C:3]([C:11]#[N:12])=[C:4]([C:8]([OH:10])=O)[NH:5][C:6]=1[CH3:7].[NH2:13][C@@H:14]1[CH2:19][CH2:18][N:17]([C:20]([O:22][CH3:23])=[O:21])[CH2:16][C@@H:15]1[CH3:24].C1C=CC2N(O)N=NC=2C=1.CN1CCOCC1.CCN=C=NCCCN(C)C.Cl.Cl. The catalyst is ClCCl. The product is [Cl:1][C:2]1[C:3]([C:11]#[N:12])=[C:4]([C:8]([NH:13][C@@H:14]2[CH2:19][CH2:18][N:17]([C:20]([O:22][CH3:23])=[O:21])[CH2:16][C@@H:15]2[CH3:24])=[O:10])[NH:5][C:6]=1[CH3:7]. The yield is 0.720. (8) The reactants are [C:1]([Si:5]([CH3:11])([CH3:10])[O:6][CH2:7][C:8]#[CH:9])([CH3:4])([CH3:3])[CH3:2].C([Li])CCC.[CH3:17][C:18]1([CH3:29])[C:22]([CH3:24])([CH3:23])[O:21][B:20](OC(C)C)[O:19]1. The catalyst is O1CCCC1. The product is [C:1]([Si:5]([CH3:10])([CH3:11])[O:6][CH2:7][C:8]#[C:9][B:20]1[O:21][C:22]([CH3:24])([CH3:23])[C:18]([CH3:29])([CH3:17])[O:19]1)([CH3:3])([CH3:4])[CH3:2]. The yield is 0.750. (9) The reactants are [C:1]1([C@H:7]2[NH:12][CH2:11][C:10](=[O:13])[O:9][CH2:8]2)[CH:6]=[CH:5][CH:4]=[CH:3][CH:2]=1.[N:14]1[CH:19]=[CH:18][C:17]([CH:20]=[O:21])=[CH:16][CH:15]=1. The catalyst is C1(C)C=CC=CC=1. The product is [C:1]1([C@@H:7]2[CH2:8][O:9][C:10](=[O:13])[C@H:11]3[C@H:20]([C:17]4[CH:18]=[CH:19][N:14]=[CH:15][CH:16]=4)[O:21][C@H:20]([C:17]4[CH:18]=[CH:19][N:14]=[CH:15][CH:16]=4)[N:12]23)[CH:2]=[CH:3][CH:4]=[CH:5][CH:6]=1. The yield is 0.460.